From a dataset of Reaction yield outcomes from USPTO patents with 853,638 reactions. Predict the reaction yield, written as a fraction of the theoretical maximum amount of product (1.0 means a 100% yield; for example, 0.34 means a 34% yield). (1) The reactants are [N+:1]([C:4]1[CH:20]=[CH:19][C:7]([C:8]([N:10]2[CH2:14][CH2:13][S:12][CH:11]2[C:15]([O:17]C)=[O:16])=[O:9])=[CH:6][CH:5]=1)([O-:3])=[O:2].[Li+].[OH-]. The catalyst is C1COCC1.Cl. The product is [N+:1]([C:4]1[CH:5]=[CH:6][C:7]([C:8]([N:10]2[CH2:14][CH2:13][S:12][CH:11]2[C:15]([OH:17])=[O:16])=[O:9])=[CH:19][CH:20]=1)([O-:3])=[O:2]. The yield is 0.860. (2) The reactants are [C:1]([O:5][C:6](=[O:35])[NH:7][CH:8]([CH2:27][C:28]1[CH:33]=[CH:32][C:31]([Cl:34])=[CH:30][CH:29]=1)[C:9]([N:11]1[CH2:16][CH2:15][N:14]([C:17]2[C:18]3[S:25][C:24](I)=[CH:23][C:19]=3[N:20]=[CH:21][N:22]=2)[CH2:13][CH2:12]1)=[O:10])([CH3:4])([CH3:3])[CH3:2].C([O-])([O-])=O.[Na+].[Na+].[S:42]1[CH:46]=[CH:45][C:44](B(O)O)=[CH:43]1. The catalyst is CN(C=O)C.C1C=CC([P]([Pd]([P](C2C=CC=CC=2)(C2C=CC=CC=2)C2C=CC=CC=2)([P](C2C=CC=CC=2)(C2C=CC=CC=2)C2C=CC=CC=2)[P](C2C=CC=CC=2)(C2C=CC=CC=2)C2C=CC=CC=2)(C2C=CC=CC=2)C2C=CC=CC=2)=CC=1. The yield is 0.344. The product is [C:1]([O:5][C:6](=[O:35])[NH:7][CH:8]([CH2:27][C:28]1[CH:33]=[CH:32][C:31]([Cl:34])=[CH:30][CH:29]=1)[C:9](=[O:10])[N:11]1[CH2:16][CH2:15][N:14]([C:17]2[C:18]3[S:25][C:24]([C:44]4[CH:45]=[CH:46][S:42][CH:43]=4)=[CH:23][C:19]=3[N:20]=[CH:21][N:22]=2)[CH2:13][CH2:12]1)([CH3:4])([CH3:3])[CH3:2]. (3) The reactants are [NH2:1][C:2]1[N:7]=[CH:6][C:5]([N:8]2[CH2:11][C:10]([CH3:13])([OH:12])[CH2:9]2)=[CH:4][CH:3]=1.CC1(C)C2C(=C(P(C3C=CC=CC=3)C3C=CC=CC=3)C=CC=2)OC2C(P(C3C=CC=CC=3)C3C=CC=CC=3)=CC=CC1=2.Br[C:57]1[C:58](=[O:65])[N:59]([CH3:64])[CH:60]=[C:61]([Br:63])[CH:62]=1.C([O-])([O-])=O.[Cs+].[Cs+]. The catalyst is O1CCOCC1.C1C=CC(/C=C/C(/C=C/C2C=CC=CC=2)=O)=CC=1.C1C=CC(/C=C/C(/C=C/C2C=CC=CC=2)=O)=CC=1.C1C=CC(/C=C/C(/C=C/C2C=CC=CC=2)=O)=CC=1.[Pd].[Pd]. The product is [Br:63][C:61]1[CH:62]=[C:57]([NH:1][C:2]2[CH:3]=[CH:4][C:5]([N:8]3[CH2:11][C:10]([OH:12])([CH3:13])[CH2:9]3)=[CH:6][N:7]=2)[C:58](=[O:65])[N:59]([CH3:64])[CH:60]=1. The yield is 0.540. (4) The reactants are [C:1]([O:5][C:6]([NH:8][C@H:9]1[CH2:14][C@H:13]([F:15])[CH2:12][N:11]([C:16](OCC2C=CC=CC=2)=O)[CH2:10]1)=[O:7])([CH3:4])([CH3:3])[CH3:2].CO.CCN(C(C)C)C(C)C.ClC1[CH:43]=[CH:42][N:41]=[CH:40][C:39]=1[N+:44]([O-:46])=[O:45]. The catalyst is [Pd].CCOC(C)=O. The product is [F:15][C@@H:13]1[CH2:12][N:11]([C:16]2[CH:43]=[CH:42][N:41]=[CH:40][C:39]=2[N+:44]([O-:46])=[O:45])[CH2:10][C@@H:9]([NH:8][C:6](=[O:7])[O:5][C:1]([CH3:2])([CH3:3])[CH3:4])[CH2:14]1. The yield is 0.780. (5) The reactants are [Br:1][C:2]1[CH:3]=[C:4]([CH:12]=[C:13]([Cl:15])[CH:14]=1)[O:5][CH2:6][CH:7]([OH:11])[CH2:8][NH:9][CH3:10].C(N(CC)CC)C.[CH3:35][C:34]([O:33][C:31](O[C:31]([O:33][C:34]([CH3:37])([CH3:36])[CH3:35])=[O:32])=[O:32])([CH3:37])[CH3:36]. The catalyst is ClCCl. The product is [Br:1][C:2]1[CH:3]=[C:4]([CH:12]=[C:13]([Cl:15])[CH:14]=1)[O:5][CH2:6][CH:7]([OH:11])[CH2:8][N:9]([CH3:10])[C:31](=[O:32])[O:33][C:34]([CH3:35])([CH3:36])[CH3:37]. The yield is 0.520. (6) The reactants are [C:1]([O:5][C:6]([NH:8][CH:9]([C:14]1[CH:19]=[CH:18][CH:17]=[CH:16][CH:15]=1)[CH2:10][C:11](O)=[O:12])=[O:7])([CH3:4])([CH3:3])[CH3:2].ClC(OC)=O.[BH4-].[Na+].Cl. The catalyst is O1CCCC1.C(N(CC)CC)C. The product is [C:1]([O:5][C:6](=[O:7])[NH:8][CH:9]([C:14]1[CH:19]=[CH:18][CH:17]=[CH:16][CH:15]=1)[CH2:10][CH2:11][OH:12])([CH3:4])([CH3:2])[CH3:3]. The yield is 0.360. (7) The reactants are [Cl:1][C:2]([Cl:34])([Cl:33])[CH2:3][O:4][C:5]([C@@H:7]1[CH2:12][CH2:11][CH2:10][N:9]([C:13](=[O:32])[C@@H:14]([NH:16][C:17](=[O:31])[C@@H:18]([NH:22][C:23](=[O:30])[C:24]([C:28]#[N:29])([CH3:27])[CH:25]=[CH2:26])[CH:19]([CH3:21])[CH3:20])[CH3:15])[NH:8]1)=[O:6].Br[C:36]1[CH:45]=[C:44]2[C:39]([CH:40]=[CH:41][C:42]([C@H:46]([OH:48])[CH3:47])=[N:43]2)=[CH:38][CH:37]=1.C1(C)C=CC=CC=1P(C1C=CC=CC=1C)C1C=CC=CC=1C.C1(CNCC2CCCCC2)CCCCC1. The catalyst is C(#N)C.C([O-])(=O)C.[Pd+2].C([O-])(=O)C. The product is [Cl:34][C:2]([Cl:33])([Cl:1])[CH2:3][O:4][C:5]([C@@H:7]1[CH2:12][CH2:11][CH2:10][N:9]([C:13](=[O:32])[C@@H:14]([NH:16][C:17](=[O:31])[C@@H:18]([NH:22][C:23](=[O:30])[C:24]([C:28]#[N:29])([CH3:27])/[CH:25]=[CH:26]/[C:36]2[CH:45]=[C:44]3[C:39]([CH:40]=[CH:41][C:42]([C@H:46]([OH:48])[CH3:47])=[N:43]3)=[CH:38][CH:37]=2)[CH:19]([CH3:21])[CH3:20])[CH3:15])[NH:8]1)=[O:6]. The yield is 0.390. (8) The reactants are [OH:1][C:2]1[C:3](=[O:29])[C:4]([C:18]2[N:22]([C:23]3[CH:28]=[CH:27][CH:26]=[CH:25][CH:24]=3)[N:21]=[CH:20][CH:19]=2)=[N:5][N:6]([C:8]2[CH:13]=[CH:12][CH:11]=[C:10]([C:14]([F:17])([F:16])[F:15])[CH:9]=2)[CH:7]=1.I[CH2:31][CH3:32].C([O-])([O-])=O.[K+].[K+].O. The catalyst is CN(C=O)C. The product is [CH2:31]([O:1][C:2]1[C:3](=[O:29])[C:4]([C:18]2[N:22]([C:23]3[CH:24]=[CH:25][CH:26]=[CH:27][CH:28]=3)[N:21]=[CH:20][CH:19]=2)=[N:5][N:6]([C:8]2[CH:13]=[CH:12][CH:11]=[C:10]([C:14]([F:16])([F:15])[F:17])[CH:9]=2)[CH:7]=1)[CH3:32]. The yield is 0.880. (9) The reactants are Cl[C:2]1[C:3]([C:16]2[CH:21]=[CH:20][CH:19]=[CH:18][CH:17]=2)=[N:4][C:5]2[C:10]([N:11]=1)=[CH:9][C:8]([C:12]([O:14][CH3:15])=[O:13])=[CH:7][CH:6]=2.[CH3:22][O:23][C:24]1[CH:29]=[CH:28][C:27]([CH:30]2[CH2:35][CH2:34][NH:33][CH2:32][CH2:31]2)=[CH:26][CH:25]=1.CCN(C(C)C)C(C)C. The catalyst is CN(C=O)C. The product is [CH3:22][O:23][C:24]1[CH:25]=[CH:26][C:27]([CH:30]2[CH2:35][CH2:34][N:33]([C:2]3[C:3]([C:16]4[CH:21]=[CH:20][CH:19]=[CH:18][CH:17]=4)=[N:4][C:5]4[C:10]([N:11]=3)=[CH:9][C:8]([C:12]([O:14][CH3:15])=[O:13])=[CH:7][CH:6]=4)[CH2:32][CH2:31]2)=[CH:28][CH:29]=1. The yield is 0.630. (10) The reactants are CCN=C=NCCCN(C)C.[CH3:12][C:13]1[CH:18]=[CH:17][C:16]([C:19]2[CH:24]=[C:23]([N:25]3[CH:29]=[N:28][N:27]=[N:26]3)[CH:22]=[C:21]([C:30](O)=[O:31])[CH:20]=2)=[CH:15][CH:14]=1.C1C=CC2N(O)N=NC=2C=1.CN1C(=O)CCC1.[CH3:50][C@H:51]([NH2:59])[CH2:52][N:53]1[CH2:58][CH2:57][O:56][CH2:55][CH2:54]1. The catalyst is C(Cl)Cl. The product is [CH3:50][CH:51]([NH:59][C:30]([C:21]1[CH:20]=[C:19]([C:16]2[CH:17]=[CH:18][C:13]([CH3:12])=[CH:14][CH:15]=2)[CH:24]=[C:23]([N:25]2[CH:29]=[N:28][N:27]=[N:26]2)[CH:22]=1)=[O:31])[CH2:52][N:53]1[CH2:58][CH2:57][O:56][CH2:55][CH2:54]1. The yield is 0.810.